Dataset: Reaction yield outcomes from USPTO patents with 853,638 reactions. Task: Predict the reaction yield, written as a fraction of the theoretical maximum amount of product (1.0 means a 100% yield; for example, 0.34 means a 34% yield). (1) The yield is 0.150. The reactants are [CH2:1]([C:5]1[N:6]=[C:7]([CH2:27][CH3:28])[NH:8][C:9](=[O:26])[C:10]=1[CH2:11][C:12]1[CH:17]=[CH:16][C:15]([C:18]2[C:19]([C:24]#[N:25])=[CH:20][CH:21]=[CH:22][CH:23]=2)=[CH:14][CH:13]=1)[CH2:2][CH2:3][CH3:4].Br[CH2:30][C:31](=[O:36])[C:32]([CH3:35])([CH3:34])[CH3:33].C(=O)([O-])[O-].[Cs+].[Cs+]. The catalyst is CN(C)C=O.C(OCC)(=O)C. The product is [CH2:1]([C:5]1[N:6]=[C:7]([CH2:27][CH3:28])[N:8]([CH2:30][C:31](=[O:36])[C:32]([CH3:35])([CH3:34])[CH3:33])[C:9](=[O:26])[C:10]=1[CH2:11][C:12]1[CH:17]=[CH:16][C:15]([C:18]2[C:19]([C:24]#[N:25])=[CH:20][CH:21]=[CH:22][CH:23]=2)=[CH:14][CH:13]=1)[CH2:2][CH2:3][CH3:4]. (2) The reactants are [CH3:1][O:2][C:3]1[CH:9]=[C:8]([CH3:10])[C:6]([NH2:7])=[C:5]([CH3:11])[C:4]=1[CH3:12].C(N(CC)CC)C.[C:20](O[C:20]([O:22][C:23]([CH3:26])([CH3:25])[CH3:24])=[O:21])([O:22][C:23]([CH3:26])([CH3:25])[CH3:24])=[O:21]. The catalyst is C1COCC1. The product is [CH3:1][O:2][C:3]1[CH:9]=[C:8]([CH3:10])[C:6]([NH:7][C:20](=[O:21])[O:22][C:23]([CH3:26])([CH3:25])[CH3:24])=[C:5]([CH3:11])[C:4]=1[CH3:12]. The yield is 0.750.